Dataset: Reaction yield outcomes from USPTO patents with 853,638 reactions. Task: Predict the reaction yield, written as a fraction of the theoretical maximum amount of product (1.0 means a 100% yield; for example, 0.34 means a 34% yield). (1) The reactants are [C:1]([N:9]1[CH2:22][CH2:21][C:20]2[C:19]3[CH:18]=[CH:17][C:16](Br)=[CH:15][C:14]=3[NH:13][C:12]=2[CH2:11][CH2:10]1)(=[O:8])[C:2]1[CH:7]=[CH:6][CH:5]=[CH:4][CH:3]=1.[C:24]1(B(O)O)[CH:29]=[CH:28][CH:27]=[CH:26][CH:25]=1.CCOC(C)=O.CCCCCCC. The catalyst is C(COC)OC.C(=O)([O-])[O-].[Na+].[Na+].C1C=CC([P]([Pd]([P](C2C=CC=CC=2)(C2C=CC=CC=2)C2C=CC=CC=2)([P](C2C=CC=CC=2)(C2C=CC=CC=2)C2C=CC=CC=2)[P](C2C=CC=CC=2)(C2C=CC=CC=2)C2C=CC=CC=2)(C2C=CC=CC=2)C2C=CC=CC=2)=CC=1. The product is [C:1]([N:9]1[CH2:22][CH2:21][C:20]2[C:19]3[CH:18]=[CH:17][C:16]([C:24]4[CH:29]=[CH:28][CH:27]=[CH:26][CH:25]=4)=[CH:15][C:14]=3[NH:13][C:12]=2[CH2:11][CH2:10]1)(=[O:8])[C:2]1[CH:7]=[CH:6][CH:5]=[CH:4][CH:3]=1. The yield is 0.360. (2) The reactants are [CH3:1][N:2]1[CH2:7][CH2:6][N:5]([CH:8]([C:12]2[CH:17]=[CH:16][CH:15]=[C:14]([O:18][C:19]([F:22])([F:21])[F:20])[CH:13]=2)[C:9](O)=[O:10])[CH2:4][CH2:3]1.C1C=CC2N(O)N=NC=2C=1.O.C1CCC(N=C=NC2CCCCC2)CC1.[F:49][C:50]([F:64])([F:63])[C:51]1[CH:52]=[C:53]([NH:61][NH2:62])[CH:54]=[C:55]([C:57]([F:60])([F:59])[F:58])[CH:56]=1. The catalyst is C(Cl)Cl. The product is [F:49][C:50]([F:63])([F:64])[C:51]1[CH:52]=[C:53]([NH:61][NH:62][C:9](=[O:10])[CH:8]([N:5]2[CH2:6][CH2:7][N:2]([CH3:1])[CH2:3][CH2:4]2)[C:12]2[CH:17]=[CH:16][CH:15]=[C:14]([O:18][C:19]([F:20])([F:21])[F:22])[CH:13]=2)[CH:54]=[C:55]([C:57]([F:60])([F:58])[F:59])[CH:56]=1. The yield is 0.0360. (3) The reactants are C([NH:4][C:5]1[N:6]=[C:7]2[CH:12]=[CH:11][C:10]([O:13][C:14]3[CH:15]=[C:16]([NH:20][C:21]([CH:23]4[CH2:25][CH2:24]4)=[O:22])[CH:17]=[CH:18][CH:19]=3)=[N:9][N:8]2[CH:26]=1)(=O)C.Cl.C(OCC)(=O)C.[OH-].[Na+]. The catalyst is CO. The product is [NH2:4][C:5]1[N:6]=[C:7]2[CH:12]=[CH:11][C:10]([O:13][C:14]3[CH:15]=[C:16]([NH:20][C:21]([CH:23]4[CH2:25][CH2:24]4)=[O:22])[CH:17]=[CH:18][CH:19]=3)=[N:9][N:8]2[CH:26]=1. The yield is 0.920.